The task is: Regression. Given two drug SMILES strings and cell line genomic features, predict the synergy score measuring deviation from expected non-interaction effect.. This data is from NCI-60 drug combinations with 297,098 pairs across 59 cell lines. (1) Drug 1: C(CC(=O)O)C(=O)CN.Cl. Drug 2: CCC1(C2=C(COC1=O)C(=O)N3CC4=CC5=C(C=CC(=C5CN(C)C)O)N=C4C3=C2)O.Cl. Cell line: SW-620. Synergy scores: CSS=23.6, Synergy_ZIP=-4.35, Synergy_Bliss=-4.14, Synergy_Loewe=-32.2, Synergy_HSA=-5.28. (2) Synergy scores: CSS=35.3, Synergy_ZIP=5.60, Synergy_Bliss=8.82, Synergy_Loewe=8.56, Synergy_HSA=8.94. Drug 1: CC1OCC2C(O1)C(C(C(O2)OC3C4COC(=O)C4C(C5=CC6=C(C=C35)OCO6)C7=CC(=C(C(=C7)OC)O)OC)O)O. Drug 2: C1=CC(=C(C=C1I)F)NC2=C(C=CC(=C2F)F)C(=O)NOCC(CO)O. Cell line: T-47D. (3) Drug 1: C1=NC2=C(N=C(N=C2N1C3C(C(C(O3)CO)O)O)F)N. Drug 2: CC1=C(N=C(N=C1N)C(CC(=O)N)NCC(C(=O)N)N)C(=O)NC(C(C2=CN=CN2)OC3C(C(C(C(O3)CO)O)O)OC4C(C(C(C(O4)CO)O)OC(=O)N)O)C(=O)NC(C)C(C(C)C(=O)NC(C(C)O)C(=O)NCCC5=NC(=CS5)C6=NC(=CS6)C(=O)NCCC[S+](C)C)O. Cell line: 786-0. Synergy scores: CSS=34.4, Synergy_ZIP=-4.78, Synergy_Bliss=2.70, Synergy_Loewe=-20.1, Synergy_HSA=0.612. (4) Drug 1: COC1=C(C=C2C(=C1)N=CN=C2NC3=CC(=C(C=C3)F)Cl)OCCCN4CCOCC4. Drug 2: CC1=CC=C(C=C1)C2=CC(=NN2C3=CC=C(C=C3)S(=O)(=O)N)C(F)(F)F. Cell line: KM12. Synergy scores: CSS=25.7, Synergy_ZIP=-7.96, Synergy_Bliss=-5.97, Synergy_Loewe=0.278, Synergy_HSA=0.896.